This data is from Forward reaction prediction with 1.9M reactions from USPTO patents (1976-2016). The task is: Predict the product of the given reaction. (1) The product is: [CH3:1][N:2]1[CH:6]=[C:5]([N:7]2[CH2:12][CH2:11][NH:10][CH2:9][C:8]2=[O:20])[CH:4]=[N:3]1. Given the reactants [CH3:1][N:2]1[CH:6]=[C:5]([N:7]2[CH2:12][CH2:11][N:10](C(OC(C)(C)C)=O)[CH2:9][C:8]2=[O:20])[CH:4]=[N:3]1.Cl, predict the reaction product. (2) Given the reactants Cl[C:2]1[CH:7]=[CH:6][C:5]([N+:8]([O-:10])=[O:9])=[CH:4][N:3]=1.[CH2:11]([C:13]1[CH:18]=[CH:17][CH:16]=[CH:15][C:14]=1[OH:19])[CH3:12].C([O-])([O-])=O.[K+].[K+], predict the reaction product. The product is: [CH2:11]([C:13]1[CH:18]=[CH:17][CH:16]=[CH:15][C:14]=1[O:19][C:2]1[CH:7]=[CH:6][C:5]([N+:8]([O-:10])=[O:9])=[CH:4][N:3]=1)[CH3:12]. (3) Given the reactants [F:1][C:2]1[CH:10]=[CH:9][CH:8]=[C:7]2[C:3]=1[CH:4]=[C:5]([C:11]1[C:16]([CH:17]=[CH2:18])=[CH:15][N:14]=[C:13]([C:19]3[C:20]([N:39]([CH3:44])[S:40]([CH3:43])(=[O:42])=[O:41])=[CH:21][C:22]4[O:26][C:25]([C:27]5[CH:32]=[CH:31][C:30]([F:33])=[CH:29][CH:28]=5)=[C:24]([C:34]([NH:36][CH3:37])=[O:35])[C:23]=4[CH:38]=3)[N:12]=1)[NH:6]2.[O-]P([O-])([O-])=O.[K+].[K+].[K+], predict the reaction product. The product is: [F:1][C:2]1[C:3]2[CH:4]=[C:5]3[C:11]4[N:12]=[C:13]([C:19]5[C:20]([N:39]([CH3:44])[S:40]([CH3:43])(=[O:42])=[O:41])=[CH:21][C:22]6[O:26][C:25]([C:27]7[CH:28]=[CH:29][C:30]([F:33])=[CH:31][CH:32]=7)=[C:24]([C:34]([NH:36][CH3:37])=[O:35])[C:23]=6[CH:38]=5)[N:14]=[CH:15][C:16]=4[CH2:17][CH2:18][N:6]3[C:7]=2[CH:8]=[CH:9][CH:10]=1. (4) Given the reactants Cl.[Cl:2][C:3]1[CH:4]=[N+:5]([O-:43])[CH:6]=[C:7]([Cl:42])[C:8]=1[CH2:9][C@@H:10]([C:27]1[CH:32]=[CH:31][C:30]([O:33][CH:34]([F:36])[F:35])=[C:29]([O:37][CH2:38][CH:39]2[CH2:41][CH2:40]2)[CH:28]=1)[O:11][C:12](=[O:26])[CH2:13][NH:14][CH2:15][C:16]1[CH:21]=[CH:20][C:19]([O:22][CH3:23])=[C:18]([O:24][CH3:25])[CH:17]=1.[CH3:44][S:45](Cl)(=[O:47])=[O:46], predict the reaction product. The product is: [Cl:42][C:7]1[CH:6]=[N+:5]([O-:43])[CH:4]=[C:3]([Cl:2])[C:8]=1[CH2:9][C@@H:10]([C:27]1[CH:32]=[CH:31][C:30]([O:33][CH:34]([F:36])[F:35])=[C:29]([O:37][CH2:38][CH:39]2[CH2:40][CH2:41]2)[CH:28]=1)[O:11][C:12](=[O:26])[CH2:13][N:14]([CH2:15][C:16]1[CH:21]=[CH:20][C:19]([O:22][CH3:23])=[C:18]([O:24][CH3:25])[CH:17]=1)[S:45]([CH3:44])(=[O:47])=[O:46]. (5) Given the reactants Cl.[NH:2]([CH:4]1[CH2:9][CH2:8][CH:7]([OH:10])[CH2:6][CH2:5]1)[NH2:3].[CH2:11]([O:13][C:14](=[O:26])[C:15](=[CH:22][N:23](C)C)[C:16](=O)[C:17]([F:20])([F:19])[F:18])[CH3:12].C([O-])(=O)C.[Na+], predict the reaction product. The product is: [CH2:11]([O:13][C:14]([C:15]1[CH:22]=[N:3][N:2]([C@H:4]2[CH2:9][CH2:8][C@@H:7]([OH:10])[CH2:6][CH2:5]2)[C:16]=1[C:17]([F:18])([F:19])[F:20])=[O:26])[CH3:12].[CH2:11]([O:13][C:14]([C:15]1[CH:22]=[N:23][N:2]([C@H:4]2[CH2:9][CH2:8][C@H:7]([OH:10])[CH2:6][CH2:5]2)[C:16]=1[C:17]([F:20])([F:19])[F:18])=[O:26])[CH3:12]. (6) Given the reactants [OH:1][C:2]([CH3:24])([CH3:23])[CH2:3][O:4][CH2:5][C:6]1[N:11]=[C:10]([NH:12]C(=O)OCC2C=CC=CC=2)[CH:9]=[CH:8][CH:7]=1.[H][H], predict the reaction product. The product is: [NH2:12][C:10]1[N:11]=[C:6]([CH2:5][O:4][CH2:3][C:2]([CH3:24])([OH:1])[CH3:23])[CH:7]=[CH:8][CH:9]=1. (7) Given the reactants Cl.[F:2][C:3]1[CH:26]=[CH:25][C:6]([C:7]([NH:9][C:10]2[C:11]3[CH2:22][NH:21][C:20]([CH3:24])([CH3:23])[C:12]=3[N:13](C(OCC)=O)[N:14]=2)=[O:8])=[CH:5][CH:4]=1.C(N(CC)C(C)C)(C)C.CN(C(ON1N=NC2C=CC=CC1=2)=[N+](C)C)C.[B-](F)(F)(F)F.Cl.[CH3:59][N:60]1[CH2:65][CH2:64][CH:63]([C:66](O)=[O:67])[CH2:62][CH2:61]1.C(Cl)Cl.CO.[NH4+].[OH-], predict the reaction product. The product is: [CH3:23][C:20]1([CH3:24])[C:12]2=[N:13][NH:14][C:10]([NH:9][C:7](=[O:8])[C:6]3[CH:5]=[CH:4][C:3]([F:2])=[CH:26][CH:25]=3)=[C:11]2[CH2:22][N:21]1[C:66]([CH:63]1[CH2:64][CH2:65][N:60]([CH3:59])[CH2:61][CH2:62]1)=[O:67]. (8) Given the reactants [CH:1]([N:4]([C:17]1[CH:22]=[CH:21][CH:20]=[CH:19][C:18]=1/[CH:23]=[CH:24]/[C:25]([O:27]C)=O)[C:5](=[O:16])[C:6]1[CH:11]=[CH:10][CH:9]=[C:8]([C:12]([F:15])([F:14])[F:13])[CH:7]=1)([CH3:3])[CH3:2].[NH2:29][OH:30].[OH-:31].[Na+].Cl.C1COCC1.C[OH:40], predict the reaction product. The product is: [F:13][C:12]([F:15])([F:14])[C:8]([OH:40])=[O:31].[OH:30][NH:29][C:25](=[O:27])/[CH:24]=[CH:23]/[C:18]1[CH:19]=[CH:20][CH:21]=[CH:22][C:17]=1[N:4]([CH:1]([CH3:3])[CH3:2])[C:5](=[O:16])[C:6]1[CH:11]=[CH:10][CH:9]=[C:8]([C:12]([F:15])([F:14])[F:13])[CH:7]=1.